Dataset: Full USPTO retrosynthesis dataset with 1.9M reactions from patents (1976-2016). Task: Predict the reactants needed to synthesize the given product. Given the product [Br:1][C:2]1[CH:11]=[C:10]2[C:5]([CH:6]=[N:7][N:8]([CH2:18][C:17]3[CH:20]=[CH:21][CH:22]=[C:15]([C:14]([F:13])([F:23])[F:24])[CH:16]=3)[C:9]2=[O:12])=[CH:4][N:3]=1, predict the reactants needed to synthesize it. The reactants are: [Br:1][C:2]1[CH:11]=[C:10]2[C:5]([CH:6]=[N:7][N:8]=[C:9]2[OH:12])=[CH:4][N:3]=1.[F:13][C:14]([F:24])([F:23])[C:15]1[CH:16]=[C:17]([CH:20]=[CH:21][CH:22]=1)[CH2:18]Br.C(=O)([O-])[O-].[Cs+].[Cs+].